From a dataset of Ames mutagenicity test results for genotoxicity prediction. Regression/Classification. Given a drug SMILES string, predict its toxicity properties. Task type varies by dataset: regression for continuous values (e.g., LD50, hERG inhibition percentage) or binary classification for toxic/non-toxic outcomes (e.g., AMES mutagenicity, cardiotoxicity, hepatotoxicity). Dataset: ames. (1) The compound is CC(C)(C)C1=CC(=O)C=C(C2=CC(=O)C=C(C(C)(C)C)C2=O)C1=O. The result is 1 (mutagenic). (2) The drug is [O-][n+]1cc2ccncc2cn1. The result is 0 (non-mutagenic). (3) The drug is CC1(C)CC2C=C(C=O)C3(C=O)CC3(C)C2C1. The result is 1 (mutagenic). (4) The drug is Cc1ccccc1Cl. The result is 0 (non-mutagenic).